From a dataset of Full USPTO retrosynthesis dataset with 1.9M reactions from patents (1976-2016). Predict the reactants needed to synthesize the given product. (1) Given the product [Br:20][C:5]1[C:4]([N+:1]([O-:3])=[O:2])=[CH:9][N:8]=[C:7]([C:10]([CH3:16])([CH3:15])[C:11]([F:14])([F:13])[F:12])[CH:6]=1, predict the reactants needed to synthesize it. The reactants are: [N+:1]([C:4]1[C:5](=O)[CH:6]=[C:7]([C:10]([CH3:16])([CH3:15])[C:11]([F:14])([F:13])[F:12])[NH:8][CH:9]=1)([O-:3])=[O:2].P(Br)(Br)([Br:20])=O.C([O-])(O)=O.[Na+]. (2) Given the product [Cl:27][C:9]1[CH:10]=[N:11][C:12]2[N:13]([CH2:17][C:18]([C:21]3[CH:22]=[CH:23][N:24]=[CH:25][CH:26]=3)([OH:20])[CH3:19])[C:14]3[CH2:15][CH2:16][NH:4][CH2:5][C:6]=3[C:7]=2[CH:8]=1, predict the reactants needed to synthesize it. The reactants are: C([N:4]1[CH2:16][CH2:15][C:14]2[N:13]([CH2:17][C:18]([C:21]3[CH:26]=[CH:25][N:24]=[CH:23][CH:22]=3)([OH:20])[CH3:19])[C:12]3[N:11]=[CH:10][C:9]([Cl:27])=[CH:8][C:7]=3[C:6]=2[CH2:5]1)C=C.CN1C(=O)CC(=O)N(C)C1=O.